Dataset: Forward reaction prediction with 1.9M reactions from USPTO patents (1976-2016). Task: Predict the product of the given reaction. (1) The product is: [C:20]12([CH2:30][C:31]([NH:1][N:2]3[N:11]=[C:10]([C:12]4[CH:17]=[CH:16][CH:15]=[C:14]([Cl:18])[CH:13]=4)[C:9]4[C:4](=[CH:5][CH:6]=[CH:7][CH:8]=4)[C:3]3=[O:19])=[O:32])[CH2:27][CH:26]3[CH2:25][CH:24]([CH2:23][CH:22]([CH2:28]3)[CH2:21]1)[CH2:29]2. Given the reactants [NH2:1][N:2]1[N:11]=[C:10]([C:12]2[CH:17]=[CH:16][CH:15]=[C:14]([Cl:18])[CH:13]=2)[C:9]2[C:4](=[CH:5][CH:6]=[CH:7][CH:8]=2)[C:3]1=[O:19].[C:20]12([CH2:30][C:31](O)=[O:32])[CH2:29][CH:24]3[CH2:25][CH:26]([CH2:28][CH:22]([CH2:23]3)[CH2:21]1)[CH2:27]2, predict the reaction product. (2) Given the reactants Br[CH:2]([C:8]1[CH:18]=[CH:17][CH:16]=[CH:15][C:9]=1[C:10]([O:12][CH2:13][CH3:14])=[O:11])[C:3]([O:5][CH2:6][CH3:7])=[O:4].[N-:19]=[N+:20]=[N-:21].[Na+], predict the reaction product. The product is: [N:19]([CH:2]([C:8]1[CH:18]=[CH:17][CH:16]=[CH:15][C:9]=1[C:10]([O:12][CH2:13][CH3:14])=[O:11])[C:3]([O:5][CH2:6][CH3:7])=[O:4])=[N+:20]=[N-:21]. (3) Given the reactants Br[CH:2]([CH2:8][CH2:9][CH2:10][CH2:11][CH2:12][CH3:13])[C:3]([O:5][CH2:6][CH3:7])=[O:4].[CH3:14][N:15]1[CH:19]=[CH:18][N:17]=[C:16]1[SH:20], predict the reaction product. The product is: [CH2:6]([O:5][C:3](=[O:4])[CH:2]([S:20][C:16]1[N:15]([CH3:14])[CH:19]=[CH:18][N:17]=1)[CH2:8][CH2:9][CH2:10][CH2:11][CH2:12][CH3:13])[CH3:7]. (4) Given the reactants [H-].COCCO[Al+]OCCOC.[Na+].[H-].[CH2:15]([C:17]([C:35]1[CH:40]=[C:39]([CH3:41])[C:38]([OH:42])=[C:37]([CH3:43])[CH:36]=1)([C:20]1[CH:25]=[CH:24][C:23]([C:26]#[C:27][C:28]([CH2:32][CH3:33])([OH:31])[CH2:29][CH3:30])=[C:22]([CH3:34])[CH:21]=1)[CH2:18][CH3:19])[CH3:16], predict the reaction product. The product is: [CH2:15]([C:17]([C:35]1[CH:36]=[C:37]([CH3:43])[C:38]([OH:42])=[C:39]([CH3:41])[CH:40]=1)([C:20]1[CH:25]=[CH:24][C:23](/[CH:26]=[CH:27]/[C:28]([CH2:29][CH3:30])([OH:31])[CH2:32][CH3:33])=[C:22]([CH3:34])[CH:21]=1)[CH2:18][CH3:19])[CH3:16]. (5) Given the reactants [CH3:1][O:2][C:3]1[CH:10]=[C:9]([O:11][CH3:12])[CH:8]=[CH:7][C:4]=1[CH:5]=O.[C:13]([NH:16][NH2:17])([NH2:15])=[NH:14].[ClH:18], predict the reaction product. The product is: [ClH:18].[CH3:1][O:2][C:3]1[CH:10]=[C:9]([O:11][CH3:12])[CH:8]=[CH:7][C:4]=1[CH:5]=[N:17][NH:16][C:13]([NH2:15])=[NH:14]. (6) Given the reactants [F:1][C:2]([F:6])([F:5])[CH2:3][OH:4].F[C:8]1[C:13]([I:14])=[CH:12][CH:11]=[CH:10][N:9]=1, predict the reaction product. The product is: [I:14][C:13]1[C:8]([O:4][CH2:3][C:2]([F:6])([F:5])[F:1])=[N:9][CH:10]=[CH:11][CH:12]=1.